Dataset: Full USPTO retrosynthesis dataset with 1.9M reactions from patents (1976-2016). Task: Predict the reactants needed to synthesize the given product. (1) Given the product [CH:24]([O:23][C:21]1[CH:22]=[C:13]([C:12]#[C:11][C:8]2[CH:7]=[CH:6][C:5]([CH2:4][C:3]([OH:31])=[O:2])=[CH:10][CH:9]=2)[CH:14]=[C:15]2[C:20]=1[O:19][C:18]([CH3:27])([CH3:28])[CH2:17][C:16]2([CH3:30])[CH3:29])([CH3:26])[CH3:25], predict the reactants needed to synthesize it. The reactants are: C[O:2][C:3](=[O:31])[CH2:4][C:5]1[CH:10]=[CH:9][C:8]([C:11]#[C:12][C:13]2[CH:14]=[C:15]3[C:20](=[C:21]([O:23][CH:24]([CH3:26])[CH3:25])[CH:22]=2)[O:19][C:18]([CH3:28])([CH3:27])[CH2:17][C:16]3([CH3:30])[CH3:29])=[CH:7][CH:6]=1.[OH-].[Na+]. (2) The reactants are: [F:1][C:2]1[CH:3]=[C:4]([N+:9]([O-:11])=[O:10])[CH:5]=[CH:6][C:7]=1F.[CH3:12][CH2:13][CH:14]([NH2:17])[CH2:15][OH:16].C(=O)(O)[O-].[Na+]. Given the product [F:1][C:2]1[CH:3]=[C:4]([N+:9]([O-:11])=[O:10])[CH:5]=[CH:6][C:7]=1[NH:17][C@H:14]([CH2:13][CH3:12])[CH2:15][OH:16], predict the reactants needed to synthesize it. (3) Given the product [OH:1][C@@H:2]([C@H:4]1[C:46](=[O:47])[N:6]2[C:7]([C:33]([O-:35])=[O:34])=[C:8]([C:11]3[S:15][C:14]4=[C:16]([C:19]([C:21]5[CH:22]=[N+:23]([CH3:48])[CH:24]=[C:25]([C:27]6[CH:32]=[CH:31][CH:30]=[CH:29][CH:28]=6)[CH:26]=5)=[O:20])[N:17]=[CH:18][N:13]4[CH:12]=3)[C@H:9]([CH3:10])[C@H:5]12)[CH3:3], predict the reactants needed to synthesize it. The reactants are: [OH:1][C@@H:2]([C@H:4]1[C:46](=[O:47])[N:6]2[C:7]([C:33]([O:35]CC3C=CC([N+]([O-])=O)=CC=3)=[O:34])=[C:8]([C:11]3[S:15][C:14]4=[C:16]([C:19]([C:21]5[CH:22]=[N:23][CH:24]=[C:25]([C:27]6[CH:32]=[CH:31][CH:30]=[CH:29][CH:28]=6)[CH:26]=5)=[O:20])[N:17]=[CH:18][N:13]4[CH:12]=3)[C@H:9]([CH3:10])[C@H:5]12)[CH3:3].[CH3:48]I. (4) Given the product [OH:8][N:9]([CH2:12][C@H:13]([C:14]([N:21]1[CH2:25][CH2:24][CH2:23][C@H:22]1[C:26]1[NH:27][C:28]2[C:33]([N:34]=1)=[CH:32][N:31]=[CH:30][N:29]=2)=[O:16])[CH2:17][CH2:18][CH2:19][CH3:20])[CH:10]=[O:11], predict the reactants needed to synthesize it. The reactants are: C([O:8][N:9]([CH2:12][C@@H:13]([CH2:17][CH2:18][CH2:19][CH3:20])[C:14]([OH:16])=O)[CH:10]=[O:11])C1C=CC=CC=1.[NH:21]1[CH2:25][CH2:24][CH2:23][C@H:22]1[C:26]1[NH:27][C:28]2[C:33]([N:34]=1)=[CH:32][N:31]=[CH:30][N:29]=2. (5) Given the product [N+:1]([C:4]1[CH:14]=[CH:13][CH:12]=[C:6]2[C:7]([N:15]([CH2:16][CH2:17][CH2:18][C:19]([OH:21])=[O:20])[C:10](=[O:11])[C:5]=12)=[O:9])([O-:3])=[O:2], predict the reactants needed to synthesize it. The reactants are: [N+:1]([C:4]1[CH:14]=[CH:13][CH:12]=[C:6]2[C:7]([O:9][C:10](=[O:11])[C:5]=12)=O)([O-:3])=[O:2].[NH2:15][CH2:16][CH2:17][CH2:18][C:19]([OH:21])=[O:20]. (6) Given the product [ClH:17].[Cl:17][C:14]1[C:13]([Cl:18])=[CH:12][C:11]2[N:10]([CH3:19])[C:9]3[CH2:20][N:31]([C:28]4[CH:29]=[CH:30][C:25]([O:24][CH3:23])=[C:26]([O:32][CH2:33][CH2:34][N:35]5[CH2:36][CH2:37][CH2:38][CH2:39][CH2:40]5)[CH:27]=4)[C:6](=[O:7])[C:8]=3[C:16]=2[CH:15]=1, predict the reactants needed to synthesize it. The reactants are: C(O[C:6]([C:8]1[C:16]2[C:11](=[CH:12][C:13]([Cl:18])=[C:14]([Cl:17])[CH:15]=2)[N:10]([CH3:19])[C:9]=1[CH2:20]Cl)=[O:7])(C)(C)C.Cl.[CH3:23][O:24][C:25]1[CH:30]=[CH:29][C:28]([NH2:31])=[CH:27][C:26]=1[O:32][CH2:33][CH2:34][N:35]1[CH2:40][CH2:39][CH2:38][CH2:37][CH2:36]1.FC(F)(F)C(O)=O.C(Cl)(=O)C(Cl)=O.